This data is from Full USPTO retrosynthesis dataset with 1.9M reactions from patents (1976-2016). The task is: Predict the reactants needed to synthesize the given product. (1) Given the product [CH3:1][O:2][C:3]1[N:4]=[CH:5][C:6]([CH2:7][OH:8])=[CH:11][CH:12]=1, predict the reactants needed to synthesize it. The reactants are: [CH3:1][O:2][C:3]1[CH:12]=[CH:11][C:6]([C:7](OC)=[O:8])=[CH:5][N:4]=1.[H-].[Al+3].[Li+].[H-].[H-].[H-].O.[OH-].[Na+]. (2) Given the product [NH2:23][C:17]1[CH:16]=[CH:15][C:14]([Br:13])=[CH:25][C:18]=1[C:19]([N:3]([O:4][CH3:5])[CH3:2])=[O:21], predict the reactants needed to synthesize it. The reactants are: Cl.[CH3:2][NH:3][O:4][CH3:5].C(N(CC)CC)C.[Br:13][C:14]1[CH:25]=[C:18]2[C:19]([O:21]C(=O)[NH:23][C:17]2=[CH:16][CH:15]=1)=O. (3) Given the product [F:8][C:9]1[CH:14]=[CH:13][C:12]([N+:15]([O-:17])=[O:16])=[CH:11][C:10]=1[C:18](=[N:7][S:5]([C:2]([CH3:4])([CH3:3])[CH3:1])=[O:6])[CH3:19], predict the reactants needed to synthesize it. The reactants are: [CH3:1][C:2]([S:5]([NH2:7])=[O:6])([CH3:4])[CH3:3].[F:8][C:9]1[CH:14]=[CH:13][C:12]([N+:15]([O-:17])=[O:16])=[CH:11][C:10]=1[C:18](=O)[CH3:19].C1COCC1.CCOC(C)=O.